The task is: Predict which catalyst facilitates the given reaction.. This data is from Catalyst prediction with 721,799 reactions and 888 catalyst types from USPTO. (1) Reactant: N[C:2]1C=NC=N[CH:7]=1.C(=O)C.[H][H].[CH2:13]([NH:15][C:16]1[CH:17]=[N:18][CH:19]=[N:20][CH:21]=1)[CH3:14]. Product: [CH2:13]([N:15]([C:16]1[CH:17]=[N:18][CH:19]=[N:20][CH:21]=1)[CH2:2][CH3:7])[CH3:14]. The catalyst class is: 856. (2) Reactant: Cl.[CH3:2][O:3][C:4](=[O:14])[C:5]1[CH:10]=[C:9]([S:11][CH3:12])[CH:8]=[C:7]([NH2:13])[CH:6]=1.CCN(CC)CC.[Cl:22][CH2:23][CH2:24][CH2:25][C:26](Cl)=[O:27]. Product: [CH3:2][O:3][C:4](=[O:14])[C:5]1[CH:10]=[C:9]([S:11][CH3:12])[CH:8]=[C:7]([NH:13][C:26](=[O:27])[CH2:25][CH2:24][CH2:23][Cl:22])[CH:6]=1. The catalyst class is: 91. (3) Reactant: C(OC([N:8]1[C:16]2[C:11](=[CH:12][CH:13]=[CH:14][CH:15]=2)[CH:10]=[C:9]1[C:17]1[N:22]=[C:21]([NH:23][C:24]2[CH:32]=[CH:31][C:27]([C:28](O)=[O:29])=[CH:26][C:25]=2[O:33][CH3:34])[CH:20]=[N:19][CH:18]=1)=O)(C)(C)C.[NH2:35][C@@H:36]1[CH2:40][CH2:39][N:38](C(OC(C)(C)C)=O)[CH2:37]1.CN(C(ON1N=NC2C=CC=CC1=2)=[N+](C)C)C.[B-](F)(F)(F)F.[ClH:70].CCOCC. Product: [ClH:70].[ClH:70].[NH:8]1[C:16]2[C:11](=[CH:12][CH:13]=[CH:14][CH:15]=2)[CH:10]=[C:9]1[C:17]1[N:22]=[C:21]([NH:23][C:24]2[CH:32]=[CH:31][C:27]([C:28]([NH:35][C@@H:36]3[CH2:40][CH2:39][NH:38][CH2:37]3)=[O:29])=[CH:26][C:25]=2[O:33][CH3:34])[CH:20]=[N:19][CH:18]=1. The catalyst class is: 121. (4) Reactant: [OH:1][CH2:2][C:3]1[CH:8]=[CH:7][C:6]([CH:9]([C:20]([NH:22][C:23]2[CH:24]=[C:25]3[C:30](=[CH:31][CH:32]=2)[CH:29]=[N:28][CH:27]=[CH:26]3)=[O:21])[CH2:10][N:11]([CH3:19])[C:12](=[O:18])[O:13][C:14]([CH3:17])([CH3:16])[CH3:15])=[CH:5][CH:4]=1.C(Cl)CCl.[CH3:37][C:38]1[CH:46]=[C:45]([CH3:47])[CH:44]=[CH:43][C:39]=1[C:40](O)=[O:41]. Product: [CH3:37][C:38]1[CH:46]=[C:45]([CH3:47])[CH:44]=[CH:43][C:39]=1[C:40]([O:1][CH2:2][C:3]1[CH:4]=[CH:5][C:6]([CH:9]([CH2:10][N:11]([C:12]([O:13][C:14]([CH3:15])([CH3:17])[CH3:16])=[O:18])[CH3:19])[C:20]([NH:22][C:23]2[CH:24]=[C:25]3[C:30](=[CH:31][CH:32]=2)[CH:29]=[N:28][CH:27]=[CH:26]3)=[O:21])=[CH:7][CH:8]=1)=[O:41]. The catalyst class is: 383. (5) Reactant: Br[C:2]1[CH:7]=[C:6]([F:8])[CH:5]=[CH:4][C:3]=1[N+:9]([O-:11])=[O:10].[CH2:12](B(O)O)[CH3:13].C(=O)([O-])[O-].[K+].[K+]. Product: [CH2:12]([C:2]1[CH:7]=[C:6]([F:8])[CH:5]=[CH:4][C:3]=1[N+:9]([O-:11])=[O:10])[CH3:13]. The catalyst class is: 117. (6) Reactant: [CH2:1]([O:3][C:4](=[O:24])[CH2:5][S:6][C:7]1[CH:12]=[CH:11][C:10]([O:13][C:14]2[CH:19]=[CH:18][C:17]([N+:20]([O-])=O)=[CH:16][C:15]=2[F:23])=[CH:9][CH:8]=1)[CH3:2].O.O.[Sn](Cl)(Cl)(Cl)Cl.O. Product: [CH2:1]([O:3][C:4](=[O:24])[CH2:5][S:6][C:7]1[CH:8]=[CH:9][C:10]([O:13][C:14]2[CH:19]=[CH:18][C:17]([NH2:20])=[CH:16][C:15]=2[F:23])=[CH:11][CH:12]=1)[CH3:2]. The catalyst class is: 8. (7) Reactant: CC(O[C:6]([N:8](C)[C@@H:9]1[CH2:14][CH2:13][C@H:12]([C:15]([O:17][CH3:18])=[O:16])[CH2:11][CH2:10]1)=O)(C)C.Cl. Product: [CH3:6][NH:8][C@@H:9]1[CH2:14][CH2:13][C@H:12]([C:15]([O:17][CH3:18])=[O:16])[CH2:11][CH2:10]1. The catalyst class is: 12.